From a dataset of Forward reaction prediction with 1.9M reactions from USPTO patents (1976-2016). Predict the product of the given reaction. (1) The product is: [NH:36]1[CH:40]=[C:39]([CH2:41][NH:42][C:5]([N:19]2[CH2:18][C@@H:17]3[CH2:13][N:14]([C:21]([O:23][C:24]([CH3:27])([CH3:26])[CH3:25])=[O:22])[CH2:15][C@@H:16]3[CH2:20]2)=[O:11])[N:38]=[N:37]1. Given the reactants ClC(Cl)(O[C:5](=[O:11])OC(Cl)(Cl)Cl)Cl.[CH2:13]1[C@@H:17]2[CH2:18][NH:19][CH2:20][C@@H:16]2[CH2:15][N:14]1[C:21]([O:23][C:24]([CH3:27])([CH3:26])[CH3:25])=[O:22].C(N(CC)CC)C.Cl.[NH:36]1[CH:40]=[C:39]([CH2:41][NH2:42])[N:38]=[N:37]1, predict the reaction product. (2) Given the reactants [Cl:1][C:2]1[CH:7]=[C:6]([Cl:8])[CH:5]=[CH:4][C:3]=1[C:9]1[N:10]=[C:11](/[CH:16]=[CH:17]/[C:18]2[CH:23]=[CH:22][C:21]([C:24]3[CH:29]=[CH:28][C:27]([OH:30])=[CH:26][CH:25]=3)=[CH:20][CH:19]=2)[N:12]([CH2:14][CH3:15])[CH:13]=1.Br[CH2:32][CH2:33][CH2:34][C:35]([O:37][CH3:38])=[O:36], predict the reaction product. The product is: [CH3:38][O:37][C:35](=[O:36])[CH2:34][CH2:33][CH2:32][O:30][C:27]1[CH:26]=[CH:25][C:24]([C:21]2[CH:22]=[CH:23][C:18](/[CH:17]=[CH:16]/[C:11]3[N:12]([CH2:14][CH3:15])[CH:13]=[C:9]([C:3]4[CH:4]=[CH:5][C:6]([Cl:8])=[CH:7][C:2]=4[Cl:1])[N:10]=3)=[CH:19][CH:20]=2)=[CH:29][CH:28]=1. (3) Given the reactants [CH:1]1[C:6]2[CH2:7][CH2:8][CH2:9][C:5]=2[CH:4]=[C:3]([CH2:10][OH:11])[N:2]=1, predict the reaction product. The product is: [CH:1]1[C:6]2[CH2:7][CH2:8][CH2:9][C:5]=2[CH:4]=[C:3]([CH:10]=[O:11])[N:2]=1. (4) Given the reactants C([O:3][C:4]([C:6]1[C:7]([C:12]2[CH:17]=[CH:16][C:15]([F:18])=[CH:14][C:13]=2[Cl:19])=[CH:8][CH:9]=[CH:10][CH:11]=1)=[O:5])C.[OH-].[Na+], predict the reaction product. The product is: [Cl:19][C:13]1[CH:14]=[C:15]([F:18])[CH:16]=[CH:17][C:12]=1[C:7]1[C:6]([C:4]([OH:5])=[O:3])=[CH:11][CH:10]=[CH:9][CH:8]=1. (5) Given the reactants [CH2:1]([O:3][C:4]([C:6]1([NH:11][C:12]([CH:14]2[N:18]([C:19](=[O:37])[N:20]([CH2:30][CH2:31][CH2:32][CH2:33][CH2:34][CH:35]=[CH2:36])[CH2:21][C:22]3[CH:27]=[CH:26][C:25]([O:28][CH3:29])=[CH:24][CH:23]=3)[CH2:17][CH:16]([O:38]C(=O)C3C=CC([N+]([O-])=O)=CC=3)[CH2:15]2)=[O:13])[CH2:8][CH:7]1C=C)=[O:5])[CH3:2], predict the reaction product. The product is: [CH2:1]([O:3][C:4]([C:6]12[CH2:8][CH:7]1[CH:36]=[CH:35][CH2:34][CH2:33][CH2:32][CH2:31][CH2:30][N:20]([CH2:21][C:22]1[CH:23]=[CH:24][C:25]([O:28][CH3:29])=[CH:26][CH:27]=1)[C:19](=[O:37])[N:18]1[CH:14]([CH2:15][CH:16]([OH:38])[CH2:17]1)[C:12](=[O:13])[NH:11]2)=[O:5])[CH3:2]. (6) Given the reactants [H-].[Na+].[Cl:3][C:4]1[CH:5]=[C:6]([NH:10][S:11](/[CH:14]=[CH:15]/[C:16]2[CH:21]=[CH:20][CH:19]=[C:18]([Cl:22])[CH:17]=2)(=[O:13])=[O:12])[CH:7]=[CH:8][CH:9]=1.[Cl:23][C:24]1[CH:25]=[C:26]([CH:29]=[CH:30][CH:31]=1)[CH2:27]Br.O, predict the reaction product. The product is: [Cl:23][C:24]1[CH:25]=[C:26]([CH:29]=[CH:30][CH:31]=1)[CH2:27][N:10]([C:6]1[CH:7]=[CH:8][CH:9]=[C:4]([Cl:3])[CH:5]=1)[S:11](/[CH:14]=[CH:15]/[C:16]1[CH:21]=[CH:20][CH:19]=[C:18]([Cl:22])[CH:17]=1)(=[O:13])=[O:12]. (7) Given the reactants CCN(C(C)C)C(C)C.C1C=CC2N(O)N=NC=2C=1.CCN=C=NCCCN(C)C.[C:31]1([CH3:45])[CH:36]=[CH:35][CH:34]=[C:33]([N:37]2[CH:41]=[C:40]([C:42]([OH:44])=O)[N:39]=[N:38]2)[CH:32]=1.C1(C)C=CC=C(N)C=1.Cl.[NH2:55][CH2:56][C:57]([N:59]1[CH2:64][CH2:63][N:62]([C:65](=[O:75])[C:66]2[CH:71]=[C:70]([F:72])[C:69]([F:73])=[C:68]([F:74])[CH:67]=2)[CH2:61][CH2:60]1)=[O:58].FC1C=C(C=C(F)C=1F)C(O)=O, predict the reaction product. The product is: [O:58]=[C:57]([N:59]1[CH2:64][CH2:63][N:62]([C:65](=[O:75])[C:66]2[CH:67]=[C:68]([F:74])[C:69]([F:73])=[C:70]([F:72])[CH:71]=2)[CH2:61][CH2:60]1)[CH2:56][NH:55][C:42]([C:40]1[N:39]=[N:38][N:37]([C:33]2[CH:32]=[C:31]([CH3:45])[CH:36]=[CH:35][CH:34]=2)[CH:41]=1)=[O:44]. (8) Given the reactants [CH3:1][NH:2][C:3]([N:5]1[C:9]([CH3:10])=[CH:8][C:7]([O:11][C:12]2[CH:17]=[CH:16][C:15]([C:18]([F:21])([F:20])[F:19])=[CH:14][C:13]=2[N+:22]([O-])=O)=[N:6]1)=[O:4].[H][H], predict the reaction product. The product is: [CH3:1][NH:2][C:3]([N:5]1[C:9]([CH3:10])=[CH:8][C:7]([O:11][C:12]2[CH:17]=[CH:16][C:15]([C:18]([F:20])([F:19])[F:21])=[CH:14][C:13]=2[NH2:22])=[N:6]1)=[O:4]. (9) Given the reactants [NH2:1][C:2]1[C:3]([C:21](OCC)=[O:22])=[N:4][C:5]([C:14]2[CH:19]=[CH:18][CH:17]=[C:16]([OH:20])[CH:15]=2)=[N:6][C:7]=1[NH:8][CH:9]1[CH2:13][CH2:12][CH2:11][CH2:10]1.[NH2:26]C1C(C(OCC)=O)=NC(Cl)=NC=1NC1CCCC1.[OH:45][C:46]1C=C(B(O)O)C=CC=1.P([O-])([O-])([O-])=O.[K+].[K+].[K+].C1(P(C2CCCCC2)C2C=CC=CC=2C2C(OC)=CC=CC=2OC)CCCCC1, predict the reaction product. The product is: [CH:9]1([N:8]2[C:46](=[O:45])[NH:1][C:2]3[C:7]2=[N:6][C:5]([C:14]2[CH:19]=[CH:18][CH:17]=[C:16]([OH:20])[CH:15]=2)=[N:4][C:3]=3[C:21]([NH2:26])=[O:22])[CH2:10][CH2:11][CH2:12][CH2:13]1. (10) Given the reactants C(NC1C(C(NC2C=CC=C(F)C=2F)=[O:13])=CC=CN=1)(C)(C)C.C[O:24]C1C=CC(P2(SP(C3C=CC(OC)=CC=3)(=S)S2)=S)=CC=1.Cl.N([O-])=O.[Na+].[OH-].[Na+].[C:52]([NH:56][C:57]1[C:62]([C:63]2[N:67]([C:68]3[CH:73]=[CH:72][CH:71]=[C:70]([Cl:74])[C:69]=3[Cl:75])N=NN=2)=[CH:61][CH:60]=[CH:59][N:58]=1)([CH3:55])([CH3:54])[CH3:53].[C:76]([NH:80][C:81]1[C:86]([C:87]2[N:91]([C:92]3[CH:97]=[CH:96][CH:95]=[C:94]([Cl:98])[C:93]=3[F:99])N=NN=2)=[CH:85][CH:84]=[CH:83][N:82]=1)([CH3:79])([CH3:78])[CH3:77], predict the reaction product. The product is: [C:52]([NH:56][C:57]1[C:62]([C:63]([NH:67][C:68]2[CH:73]=[CH:72][CH:71]=[C:70]([Cl:74])[C:69]=2[Cl:75])=[O:13])=[CH:61][CH:60]=[CH:59][N:58]=1)([CH3:55])([CH3:54])[CH3:53].[C:76]([NH:80][C:81]1[C:86]([C:87]([NH:91][C:92]2[CH:97]=[CH:96][CH:95]=[C:94]([Cl:98])[C:93]=2[F:99])=[O:24])=[CH:85][CH:84]=[CH:83][N:82]=1)([CH3:79])([CH3:78])[CH3:77].